Dataset: Forward reaction prediction with 1.9M reactions from USPTO patents (1976-2016). Task: Predict the product of the given reaction. (1) Given the reactants [NH:1]([C:13]([O:15][C:16]([CH3:19])([CH3:18])[CH3:17])=[O:14])[C@@H:2]([C:10]([OH:12])=O)[CH2:3][C:4]1[CH:9]=[CH:8][CH:7]=[CH:6][CH:5]=1.[CH3:20][N:21]([CH3:29])[C:22]1[CH:27]=[CH:26][C:25]([NH2:28])=[CH:24][CH:23]=1.C1C=CC2N(O)N=NC=2C=1.CCN(CC)CC.CCN=C=NCCCN(C)C, predict the reaction product. The product is: [CH3:20][N:21]([CH3:29])[C:22]1[CH:27]=[CH:26][C:25]([NH:28][C:10]([C@H:2]([NH:1][C:13](=[O:14])[O:15][C:16]([CH3:19])([CH3:18])[CH3:17])[CH2:3][C:4]2[CH:5]=[CH:6][CH:7]=[CH:8][CH:9]=2)=[O:12])=[CH:24][CH:23]=1. (2) Given the reactants [C:1]([OH:9])(=O)[C:2]1[CH:7]=[CH:6][CH:5]=[CH:4][CH:3]=1.C(Cl)(=O)C([Cl:13])=O, predict the reaction product. The product is: [C:1]([Cl:13])(=[O:9])[C:2]1[CH:7]=[CH:6][CH:5]=[CH:4][CH:3]=1. (3) Given the reactants FC1C=CC=CC=1[NH:8][C:9](=[S:35])[NH:10][C:11]1[CH:16]=[CH:15][C:14]([C:17]2[CH:18]=[C:19]3[C:23](=[CH:24][CH:25]=2)[C:22](=[O:26])[N:21]([C@@H:27]([CH:32]([CH3:34])[CH3:33])[C:28]([O:30][CH3:31])=[O:29])[CH2:20]3)=[CH:13][CH:12]=1.NC1C=CC(C2C=C3C(=CC=2)C(=O)N([C@@H](C(C)C)C(OC)=O)C3)=CC=1.[F:61][C:62]1[CH:63]=[C:64](N=C=S)[CH:65]=[CH:66][CH:67]=1, predict the reaction product. The product is: [F:61][C:62]1[CH:67]=[C:66]([NH:8][C:9](=[S:35])[NH:10][C:11]2[CH:12]=[CH:13][C:14]([C:17]3[CH:18]=[C:19]4[C:23](=[CH:24][CH:25]=3)[C:22](=[O:26])[N:21]([C@@H:27]([CH:32]([CH3:33])[CH3:34])[C:28]([O:30][CH3:31])=[O:29])[CH2:20]4)=[CH:15][CH:16]=2)[CH:65]=[CH:64][CH:63]=1.